Dataset: Catalyst prediction with 721,799 reactions and 888 catalyst types from USPTO. Task: Predict which catalyst facilitates the given reaction. (1) Product: [CH3:26][C:12]1[C:11](=[O:27])[C:10]2[C:15](=[C:16]([C:17](=[O:19])[CH:18]=[CH:33][C:32]3[CH:35]=[CH:36][CH:37]=[C:30]([O:29][CH3:28])[CH:31]=3)[C:7]([O:6][CH2:3][CH:4]=[CH2:5])=[CH:8][CH:9]=2)[O:14][C:13]=1[C:20]1[CH:21]=[CH:22][CH:23]=[CH:24][CH:25]=1. Reactant: [OH-].[K+].[CH2:3]([O:6][C:7]1[C:16]([C:17](=[O:19])[CH3:18])=[C:15]2[C:10]([C:11](=[O:27])[C:12]([CH3:26])=[C:13]([C:20]3[CH:25]=[CH:24][CH:23]=[CH:22][CH:21]=3)[O:14]2)=[CH:9][CH:8]=1)[CH:4]=[CH2:5].[CH3:28][O:29][C:30]1[CH:31]=[C:32]([CH:35]=[CH:36][CH:37]=1)[CH:33]=O. The catalyst class is: 40. (2) Reactant: [Cl:1][C:2]1[C:7]([CH:8](O)[CH2:9][N+:10]([O-:12])=[O:11])=[CH:6][CH:5]=[C:4]([C:14]([F:17])([F:16])[F:15])[N:3]=1.C(OC(=O)C)(=O)C. Product: [Cl:1][C:2]1[C:7](/[CH:8]=[CH:9]/[N+:10]([O-:12])=[O:11])=[CH:6][CH:5]=[C:4]([C:14]([F:15])([F:16])[F:17])[N:3]=1. The catalyst class is: 112. (3) Reactant: [F:1][C:2]([F:9])([F:8])[C:3]([O:5]CC)=O.C(N(CC)CC)C.[Cl:17][C:18]1[CH:37]=[CH:36][C:21]2[O:22][C:23]3[CH:35]=[CH:34][CH:33]=[CH:32][C:24]=3[C@@H:25]3[C@H:30]([NH2:31])[CH2:29][CH2:28][CH2:27][N:26]3[C:20]=2[CH:19]=1. Product: [Cl:17][C:18]1[CH:37]=[CH:36][C:21]2[O:22][C:23]3[CH:35]=[CH:34][CH:33]=[CH:32][C:24]=3[C@@H:25]3[C@H:30]([NH:31][C:3](=[O:5])[C:2]([F:1])([F:8])[F:9])[CH2:29][CH2:28][CH2:27][N:26]3[C:20]=2[CH:19]=1. The catalyst class is: 5. (4) Reactant: [CH2:1]([CH:8]1[CH2:13][CH2:12][N:11]([C:14](=[O:18])[C:15]([OH:17])=O)[CH2:10][CH2:9]1)[C:2]1[CH:7]=[CH:6][CH:5]=[CH:4][CH:3]=1.[CH3:19][C:20]1[CH:26]=[CH:25][C:23]([NH2:24])=[CH:22][CH:21]=1. The catalyst class is: 27. Product: [CH2:1]([CH:8]1[CH2:9][CH2:10][N:11]([C:14](=[O:18])[C:15]([NH:24][C:23]2[CH:25]=[CH:26][C:20]([CH3:19])=[CH:21][CH:22]=2)=[O:17])[CH2:12][CH2:13]1)[C:2]1[CH:3]=[CH:4][CH:5]=[CH:6][CH:7]=1. (5) Reactant: O.[C:2]1([CH:8]([CH3:26])[C:9]([NH:11][C:12]2[S:13][C:14]3[CH2:20][CH2:19][CH2:18][CH:17]([C:21]([O:23]CC)=[O:22])[C:15]=3[N:16]=2)=[O:10])[CH:7]=[CH:6][CH:5]=[CH:4][CH:3]=1.[OH-].[Na+]. Product: [C:2]1([CH:8]([CH3:26])[C:9]([NH:11][C:12]2[S:13][C:14]3[CH2:20][CH2:19][CH2:18][CH:17]([C:21]([OH:23])=[O:22])[C:15]=3[N:16]=2)=[O:10])[CH:7]=[CH:6][CH:5]=[CH:4][CH:3]=1. The catalyst class is: 5.